Dataset: Reaction yield outcomes from USPTO patents with 853,638 reactions. Task: Predict the reaction yield, written as a fraction of the theoretical maximum amount of product (1.0 means a 100% yield; for example, 0.34 means a 34% yield). (1) The reactants are C(N1C=CN=C1)([N:3]1C=CN=C1)=O.[CH3:13][C@@:14]12[C@@H:21]([C:22](O)=[O:23])[CH:20]1[CH2:19][C@@H:18]1[C@@H:16]([C:17]1([CH3:26])[CH3:25])[CH2:15]2.[OH-].[NH4+]. The yield is 0.940. The product is [CH3:13][C@@:14]12[C@@H:21]([C:22]([NH2:3])=[O:23])[CH:20]1[CH2:19][C@@H:18]1[C@@H:16]([C:17]1([CH3:26])[CH3:25])[CH2:15]2. The catalyst is CCOC(C)=O. (2) The reactants are [N:1]1([CH2:7][CH2:8][CH2:9][O:10][C:11]2[C:21]3[CH2:20][CH2:19][C:18]4[CH:22]=[CH:23][CH:24]=[CH:25][C:17]=4[C:16](=[O:26])[C:15]=3[CH:14]=[CH:13][CH:12]=2)[CH2:6][CH2:5][O:4][CH2:3][CH2:2]1.[F:27][C:28]1[CH:34]=[C:33]([F:35])[CH:32]=[CH:31][C:29]=1[NH2:30].C1(P(C2CCCCC2)C2C=CC=CC=2C2C(C(C)C)=CC(C(C)C)=CC=2C(C)C)CCCCC1.C1(C)C=CC=CC=1. The catalyst is CC([O-])=O.CC([O-])=O.[Pd+2].C(O)(C)(C)C. The product is [F:27][C:28]1[CH:34]=[C:33]([F:35])[CH:32]=[CH:31][C:29]=1[NH:30][C:23]1[CH:24]=[CH:25][C:17]2[C:16](=[O:26])[C:15]3[CH:21]=[C:11]([O:10][CH2:9][CH2:8][CH2:7][N:1]4[CH2:2][CH2:3][O:4][CH2:5][CH2:6]4)[CH:12]=[CH:13][C:14]=3[CH2:20][CH2:19][C:18]=2[CH:22]=1. The yield is 0.430. (3) The reactants are Br[CH:2]([N:26]1[CH:30]=[N:29][CH:28]=[N:27]1)[C:3]([C:5]1[CH:25]=[CH:24][C:8]([O:9][CH2:10][CH2:11][CH2:12][CH2:13][CH2:14][O:15][C:16]2[CH:17]=[CH:18][CH:19]=[C:20]([CH:23]=2)[C:21]#[N:22])=[CH:7][CH:6]=1)=O.C(O)C.[C:34]([NH2:37])(=[S:36])[CH3:35]. The yield is 0.0700. The catalyst is C(OCC)(=O)C. The product is [CH3:35][C:34]1[S:36][C:2]([N:26]2[CH:30]=[N:29][CH:28]=[N:27]2)=[C:3]([C:5]2[CH:25]=[CH:24][C:8]([O:9][CH2:10][CH2:11][CH2:12][CH2:13][CH2:14][O:15][C:16]3[CH:17]=[CH:18][CH:19]=[C:20]([CH:23]=3)[C:21]#[N:22])=[CH:7][CH:6]=2)[N:37]=1.